Dataset: Full USPTO retrosynthesis dataset with 1.9M reactions from patents (1976-2016). Task: Predict the reactants needed to synthesize the given product. (1) Given the product [CH2:9]([O:16][C:17]1[CH:22]=[C:21]([O:23][CH2:24][C:25]2[CH:30]=[CH:29][CH:28]=[CH:27][CH:26]=2)[C:20]([Br:31])=[CH:19][C:18]=1[C:32]1[C:33]([C:38]2[CH:39]=[CH:40][C:41]([O:44][CH3:45])=[CH:42][CH:43]=2)=[C:34]([CH3:37])[O:48][N:47]=1)[C:10]1[CH:15]=[CH:14][CH:13]=[CH:12][CH:11]=1, predict the reactants needed to synthesize it. The reactants are: B(F)(F)F.C[O+](C)C.[CH2:9]([O:16][C:17]1[CH:22]=[C:21]([O:23][CH2:24][C:25]2[CH:30]=[CH:29][CH:28]=[CH:27][CH:26]=2)[C:20]([Br:31])=[CH:19][C:18]=1[C:32]1ON=[C:34]([CH3:37])[C:33]=1[C:38]1[CH:43]=[CH:42][C:41]([O:44][CH3:45])=[CH:40][CH:39]=1)[C:10]1[CH:15]=[CH:14][CH:13]=[CH:12][CH:11]=1.Cl.[NH2:47][OH:48].C(=O)([O-])[O-].[K+].[K+]. (2) Given the product [CH3:14][O:13][C:6]1[CH:5]=[C:4]2[C:9]([C:10]([CH3:12])=[CH:11][C:2]([NH:15][C@H:16]3[CH2:20][CH2:19][C@H:18]([NH:21][C:22](=[O:28])[O:23][C:24]([CH3:26])([CH3:25])[CH3:27])[CH2:17]3)=[N:3]2)=[CH:8][CH:7]=1, predict the reactants needed to synthesize it. The reactants are: Cl[C:2]1[CH:11]=[C:10]([CH3:12])[C:9]2[C:4](=[CH:5][C:6]([O:13][CH3:14])=[CH:7][CH:8]=2)[N:3]=1.[NH2:15][C@H:16]1[CH2:20][CH2:19][C@H:18]([NH:21][C:22](=[O:28])[O:23][C:24]([CH3:27])([CH3:26])[CH3:25])[CH2:17]1.C1C=CC(P(C2C(C3C(P(C4C=CC=CC=4)C4C=CC=CC=4)=CC=C4C=3C=CC=C4)=C3C(C=CC=C3)=CC=2)C2C=CC=CC=2)=CC=1.C(=O)([O-])[O-].[Cs+].[Cs+]. (3) Given the product [NH:1]1[C:9]2[C:4](=[CH:5][CH:6]=[CH:7][CH:8]=2)[C:3]([C:10]([O:12][CH2:13][C:14]23[CH2:15][CH2:16][N:17]([CH2:20][CH2:21]2)[CH2:18][C:19]3=[O:22])=[O:11])=[CH:2]1, predict the reactants needed to synthesize it. The reactants are: [NH:1]1[C:9]2[C:4](=[CH:5][CH:6]=[CH:7][CH:8]=2)[C:3]([C:10]([O:12][CH2:13][C:14]23[CH2:21][CH2:20][N:17]([CH2:18][CH2:19]2)[CH2:16][CH2:15]3)=[O:11])=[CH:2]1.[OH:22]CC12CCN(CC1)CC2=O. (4) Given the product [CH2:1]([N:3]1[C:7]2=[N:8][C:9]([CH2:47][CH3:48])=[C:10]([CH2:19][NH:20][C:21]([C:23]3[CH:28]=[CH:27][CH:26]=[C:25]([C:29]([NH:31][CH2:32][C:33]4[CH:34]=[C:35]([C:39]5[CH:44]=[CH:43][CH:42]=[C:41]([CH2:45][N:49]6[CH2:54][CH2:53][NH:52][CH2:51][CH2:50]6)[CH:40]=5)[CH:36]=[CH:37][CH:38]=4)=[O:30])[N:24]=3)=[O:22])[C:11]([NH:12][CH:13]3[CH2:18][CH2:17][O:16][CH2:15][CH2:14]3)=[C:6]2[CH:5]=[N:4]1)[CH3:2], predict the reactants needed to synthesize it. The reactants are: [CH2:1]([N:3]1[C:7]2=[N:8][C:9]([CH2:47][CH3:48])=[C:10]([CH2:19][NH:20][C:21]([C:23]3[CH:28]=[CH:27][CH:26]=[C:25]([C:29]([NH:31][CH2:32][C:33]4[CH:34]=[C:35]([C:39]5[CH:44]=[CH:43][CH:42]=[C:41]([CH:45]=O)[CH:40]=5)[CH:36]=[CH:37][CH:38]=4)=[O:30])[N:24]=3)=[O:22])[C:11]([NH:12][CH:13]3[CH2:18][CH2:17][O:16][CH2:15][CH2:14]3)=[C:6]2[CH:5]=[N:4]1)[CH3:2].[N:49]1(C(OC(C)(C)C)=O)[CH2:54][CH2:53][NH:52][CH2:51][CH2:50]1.C(O)(=O)C.C(O[BH-](OC(=O)C)OC(=O)C)(=O)C. (5) The reactants are: CO[C:3](OC)([CH3:5])[CH3:4].C1(S(O)(=O)=O)C=CC=CC=1.[NH:18]([C:26]([O:28][C:29]([CH3:32])([CH3:31])[CH3:30])=[O:27])[C@H:19]([C:22]([O:24][CH3:25])=[O:23])[CH2:20][OH:21]. Given the product [CH3:25][O:24][C:22]([C@@H:19]1[CH2:20][O:21][C:3]([CH3:5])([CH3:4])[N:18]1[C:26]([O:28][C:29]([CH3:32])([CH3:31])[CH3:30])=[O:27])=[O:23], predict the reactants needed to synthesize it.